From a dataset of Forward reaction prediction with 1.9M reactions from USPTO patents (1976-2016). Predict the product of the given reaction. (1) Given the reactants B.C1COCC1.[C:7]([C:10]1[S:11][C:12]([C:26]([CH3:29])([CH3:28])[CH3:27])=[CH:13][C:14]=1[NH:15][C:16]([NH:18][C:19]1[CH:24]=[CH:23][C:22]([CH3:25])=[CH:21][CH:20]=1)=[O:17])(=O)[NH2:8].Cl, predict the reaction product. The product is: [NH2:8][CH2:7][C:10]1[S:11][C:12]([C:26]([CH3:29])([CH3:28])[CH3:27])=[CH:13][C:14]=1[NH:15][C:16]([NH:18][C:19]1[CH:24]=[CH:23][C:22]([CH3:25])=[CH:21][CH:20]=1)=[O:17]. (2) Given the reactants [CH3:1][O:2][C:3]1[CH:4]=[C:5]([CH:23]=[CH:24][C:25]=1[O:26][CH3:27])[CH2:6][CH:7]1[C:16]2[C:11](=[C:12]([O:21][CH3:22])[C:13]([O:19][CH3:20])=[C:14]([O:17][CH3:18])[CH:15]=2)[CH2:10][CH2:9][NH:8]1.Br[CH2:29][C:30](Br)=[O:31].[CH3:33][O:34][C:35]1[CH:42]=[CH:41][CH:40]=[CH:39][C:36]=1[CH2:37][NH2:38], predict the reaction product. The product is: [CH3:1][O:2][C:3]1[CH:4]=[C:5]([CH:23]=[CH:24][C:25]=1[O:26][CH3:27])[CH2:6][CH:7]1[C:16]2[C:11](=[C:12]([O:21][CH3:22])[C:13]([O:19][CH3:20])=[C:14]([O:17][CH3:18])[CH:15]=2)[CH2:10][CH2:9][N:8]1[CH2:29][C:30]([NH:38][CH2:37][C:36]1[CH:39]=[CH:40][CH:41]=[CH:42][C:35]=1[O:34][CH3:33])=[O:31]. (3) Given the reactants Cl.[F:2][C:3]([F:22])([F:21])[O:4][C:5]1[CH:6]=[C:7]([CH:11]2[CH2:15][C:14]3([CH2:20][CH2:19][NH:18][CH2:17][CH2:16]3)[O:13][CH2:12]2)[CH:8]=[CH:9][CH:10]=1.[CH3:23][C:24]([O:27][C:28](O[C:28]([O:27][C:24]([CH3:26])([CH3:25])[CH3:23])=[O:29])=[O:29])([CH3:26])[CH3:25].CCN(C(C)C)C(C)C.Cl, predict the reaction product. The product is: [F:22][C:3]([F:2])([F:21])[O:4][C:5]1[CH:6]=[C:7]([CH:11]2[CH2:15][C:14]3([CH2:16][CH2:17][N:18]([C:28]([O:27][C:24]([CH3:26])([CH3:25])[CH3:23])=[O:29])[CH2:19][CH2:20]3)[O:13][CH2:12]2)[CH:8]=[CH:9][CH:10]=1. (4) Given the reactants [OH:1][C:2]1[CH:7]=[CH:6][C:5]([CH2:8][C:9]([O:11][CH3:12])=[O:10])=[CH:4][CH:3]=1.C(=O)([O-])[O-].[Cs+].[Cs+].Cl.[CH3:20][N:21]([CH3:25])[CH2:22][CH2:23]Cl.[I-].[Na+], predict the reaction product. The product is: [CH3:20][N:21]([CH3:25])[CH2:22][CH2:23][O:1][C:2]1[CH:3]=[CH:4][C:5]([CH2:8][C:9]([O:11][CH3:12])=[O:10])=[CH:6][CH:7]=1. (5) Given the reactants [CH3:1][C:2]([CH3:13])([CH2:7][C:8]1[S:9][CH:10]=[CH:11][CH:12]=1)[C:3]([NH:5][CH3:6])=[O:4].Cl[C:15]1[N:20]=[C:19](Cl)[CH:18]=[CH:17][N:16]=1.[CH3:22][C:23]1([CH3:32])[CH2:28][CH:27]([NH2:29])[CH2:26][C:25]([CH3:31])([CH3:30])[NH:24]1, predict the reaction product. The product is: [CH3:1][C:2]([CH3:13])([CH2:7][C:8]1[S:9][C:10]([C:17]2[CH:18]=[CH:19][N:20]=[C:15]([NH:29][CH:27]3[CH2:28][C:23]([CH3:32])([CH3:22])[NH:24][C:25]([CH3:31])([CH3:30])[CH2:26]3)[N:16]=2)=[CH:11][CH:12]=1)[C:3]([NH:5][CH3:6])=[O:4]. (6) Given the reactants [O:1]=[C:2]1[CH2:7][CH2:6][CH2:5][C:4]([C:8]([O:10][CH3:11])=[O:9])=[CH:3]1.[N-:12]=[N+]=[N-].[Na+].CS(O)(=O)=O.C(=O)(O)[O-].[Na+], predict the reaction product. The product is: [O:1]=[C:2]1[CH:3]=[C:4]([C:8]([O:10][CH3:11])=[O:9])[CH2:5][CH2:6][CH2:7][NH:12]1. (7) Given the reactants [N:1]([CH2:4][CH:5]([OH:29])[CH2:6][O:7][C:8]1([CH3:28])[C:16]2[C:17]([O:26][CH3:27])=[N:18][C:19]3[C:24]([C:15]=2[C:14]2[C:9]1=[CH:10][CH:11]=[CH:12][CH:13]=2)=[CH:23][C:22]([Br:25])=[CH:21][CH:20]=3)=[N+]=[N-].[C:30]1(P(C2C=CC=CC=2)C2C=CC=CC=2)C=CC=CC=1.[CH3:49][O:50][C:51]1[CH:56]=[CH:55][CH:54]=[CH:53][C:52]=1[N:57]=[C:58]=O, predict the reaction product. The product is: [Br:25][C:22]1[CH:23]=[C:24]2[C:19](=[CH:20][CH:21]=1)[N:18]=[C:17]([O:26][CH3:27])[C:16]1[C:8]([CH3:28])([O:7][CH2:6][CH:5]([O:29][CH3:30])[CH2:4][N:1]=[C:58]=[N:57][C:52]3[CH:53]=[CH:54][CH:55]=[CH:56][C:51]=3[O:50][CH3:49])[C:9]3[C:14]([C:15]2=1)=[CH:13][CH:12]=[CH:11][CH:10]=3.